This data is from Full USPTO retrosynthesis dataset with 1.9M reactions from patents (1976-2016). The task is: Predict the reactants needed to synthesize the given product. (1) Given the product [SH:4][CH2:5][C:6]1[CH:7]=[C:8]([C:22]([OH:24])=[O:23])[C:9]([C:12]2[CH:17]=[CH:16][CH:15]=[C:14]([C:18]([OH:20])=[O:19])[CH:13]=2)=[CH:10][CH:11]=1, predict the reactants needed to synthesize it. The reactants are: C([S:4][CH2:5][C:6]1[CH:7]=[C:8]([C:22]([O:24]C)=[O:23])[C:9]([C:12]2[CH:17]=[CH:16][CH:15]=[C:14]([C:18]([O:20]C)=[O:19])[CH:13]=2)=[CH:10][CH:11]=1)(=O)C.[OH-].[Na+].Cl. (2) Given the product [NH:7]1[C:2]2[CH:3]=[CH:4][CH:5]=[CH:6][C:1]=2[N:8]=[C:11]1[CH2:10][SH:9], predict the reactants needed to synthesize it. The reactants are: [C:1]1([NH2:8])[CH:6]=[CH:5][CH:4]=[CH:3][C:2]=1[NH2:7].[SH:9][CH2:10][C:11](O)=O.[OH-].[Na+].